Task: Regression. Given two drug SMILES strings and cell line genomic features, predict the synergy score measuring deviation from expected non-interaction effect.. Dataset: NCI-60 drug combinations with 297,098 pairs across 59 cell lines (1) Drug 2: CN1CCC(CC1)COC2=C(C=C3C(=C2)N=CN=C3NC4=C(C=C(C=C4)Br)F)OC. Drug 1: CC12CCC(CC1=CCC3C2CCC4(C3CC=C4C5=CN=CC=C5)C)O. Synergy scores: CSS=-1.91, Synergy_ZIP=9.06, Synergy_Bliss=4.74, Synergy_Loewe=-1.86, Synergy_HSA=-0.513. Cell line: SK-MEL-5. (2) Drug 1: CC1C(C(CC(O1)OC2CC(CC3=C2C(=C4C(=C3O)C(=O)C5=C(C4=O)C(=CC=C5)OC)O)(C(=O)CO)O)N)O.Cl. Drug 2: C1CCC(C(C1)N)N.C(=O)(C(=O)[O-])[O-].[Pt+4]. Cell line: MDA-MB-435. Synergy scores: CSS=21.9, Synergy_ZIP=-5.75, Synergy_Bliss=-6.92, Synergy_Loewe=-7.31, Synergy_HSA=-4.67.